From a dataset of Forward reaction prediction with 1.9M reactions from USPTO patents (1976-2016). Predict the product of the given reaction. (1) Given the reactants [Br:1][C:2]1[CH:7]=[CH:6][C:5]([C:8]2[C:12]3[CH:13]=[CH:14][C:15]([O:17][CH2:18][CH2:19][CH2:20]Br)=[CH:16][C:11]=3[S:10][N:9]=2)=[CH:4][CH:3]=1.[CH3:22][NH:23][CH2:24][C:25]#[CH:26], predict the reaction product. The product is: [Br:1][C:2]1[CH:7]=[CH:6][C:5]([C:8]2[C:12]3[CH:13]=[CH:14][C:15]([O:17][CH2:18][CH2:19][CH2:20][N:23]([CH3:22])[CH2:24][C:25]#[CH:26])=[CH:16][C:11]=3[S:10][N:9]=2)=[CH:4][CH:3]=1. (2) Given the reactants [C:1]([C:5]1[CH:6]=[C:7]([NH:17][C:18]([NH:20][C:21]2[C:30]3[C:25](=[CH:26][CH:27]=[CH:28][CH:29]=3)[C:24]([O:31][CH2:32][C:33]3[CH:38]=[CH:37][N:36]=[CH:35][CH:34]=3)=[CH:23][CH:22]=2)=[O:19])[N:8]([C:10]2[CH:15]=[CH:14][C:13](C)=[CH:12][CH:11]=2)[N:9]=1)([CH3:4])([CH3:3])[CH3:2].[CH3:39]C1C=CC=CC=1NN, predict the reaction product. The product is: [C:1]([C:5]1[CH:6]=[C:7]([NH:17][C:18]([NH:20][C:21]2[C:30]3[C:25](=[CH:26][CH:27]=[CH:28][CH:29]=3)[C:24]([O:31][CH2:32][C:33]3[CH:38]=[CH:37][N:36]=[CH:35][CH:34]=3)=[CH:23][CH:22]=2)=[O:19])[N:8]([C:10]2[CH:15]=[CH:14][CH:13]=[CH:12][C:11]=2[CH3:39])[N:9]=1)([CH3:2])([CH3:3])[CH3:4]. (3) Given the reactants [ClH:1].[NH2:2][C:3]1[N:11]=[C:10]([O:12][CH2:13][CH2:14][CH2:15][CH3:16])[N:9]=[C:8]2[C:4]=1[NH:5][C:6](=[O:42])[N:7]2[CH2:17][CH2:18][CH2:19][N:20]([CH2:30][C:31]1[CH:32]=[C:33]([CH2:37][C:38]([O:40][CH3:41])=[O:39])[CH:34]=[CH:35][CH:36]=1)[CH2:21][CH2:22][CH2:23][N:24]1[CH2:29][CH2:28][O:27][CH2:26][CH2:25]1, predict the reaction product. The product is: [ClH:1].[NH2:2][C:3]1[N:11]=[C:10]([O:12][CH2:13][CH2:14][CH2:15][CH3:16])[N:9]=[C:8]2[C:4]=1[NH:5][C:6](=[O:42])[N:7]2[CH2:17][CH2:18][CH2:19][N:20]([CH2:30][C:31]1[CH:32]=[C:33]([CH2:37][C:38]([O:40][CH3:41])=[O:39])[CH:34]=[CH:35][CH:36]=1)[CH2:21][CH2:22][CH2:23][N:24]1[CH2:29][CH2:28][O:27][CH2:26][CH2:25]1. (4) Given the reactants Br[C:2]1[CH:3]=[C:4]([C:8]([O:10][CH3:11])=[O:9])[CH:5]=[N:6][CH:7]=1.COCCOC.C(=O)([O-])[O-].[Na+].[Na+].[CH3:24][O:25][C:26]1[CH:27]=[C:28]2[C:33](=[CH:34][CH:35]=1)[CH:32]=[C:31](B(O)O)[CH:30]=[CH:29]2, predict the reaction product. The product is: [CH3:24][O:25][C:26]1[CH:27]=[C:28]2[C:33](=[CH:34][CH:35]=1)[CH:32]=[C:31]([C:2]1[CH:3]=[C:4]([C:8]([O:10][CH3:11])=[O:9])[CH:5]=[N:6][CH:7]=1)[CH:30]=[CH:29]2. (5) Given the reactants [CH2:1]([NH:9][CH2:10][CH2:11][CH2:12][CH2:13][CH2:14][CH2:15][CH2:16][CH3:17])[CH2:2][CH2:3][CH2:4][CH2:5][CH2:6][CH2:7][CH3:8].C(=O)([O-])[O-].[Na+].[Na+].C(O)C.Cl[CH2:28][C:29]#[N:30], predict the reaction product. The product is: [CH2:10]([N:9]([CH2:28][C:29]#[N:30])[CH2:1][CH2:2][CH2:3][CH2:4][CH2:5][CH2:6][CH2:7][CH3:8])[CH2:11][CH2:12][CH2:13][CH2:14][CH2:15][CH2:16][CH3:17].